Dataset: Full USPTO retrosynthesis dataset with 1.9M reactions from patents (1976-2016). Task: Predict the reactants needed to synthesize the given product. (1) Given the product [NH3:11].[NH2:11][CH2:10][C:9]([N:19]1[CH2:24][CH2:23][N:22]2[CH:25]=[CH:26][CH:27]=[C:21]2[CH:20]1[C:28]1[CH:33]=[CH:32][CH:31]=[CH:30][CH:29]=1)=[O:8], predict the reactants needed to synthesize it. The reactants are: C(O)(C(F)(F)F)=O.[O:8]=[C:9]([N:19]1[CH2:24][CH2:23][N:22]2[CH:25]=[CH:26][CH:27]=[C:21]2[CH:20]1[C:28]1[CH:33]=[CH:32][CH:31]=[CH:30][CH:29]=1)[CH2:10][NH:11]C(=O)OC(C)(C)C.C(=O)([O-])[O-].[K+].[K+].ClCCCl.CCO. (2) Given the product [CH3:35][C:31]1([CH3:36])[CH2:30][CH2:29][C:28]([CH3:37])([CH3:38])[C:27]2[CH:26]=[C:25]([C:23]3[N:22]=[CH:21][N:20]=[C:19]([N:16]4[CH2:15][CH2:14][CH:13]([N:10]5[CH2:11][CH2:12][CH:8]([NH2:7])[CH2:9]5)[CH2:18][CH2:17]4)[N:24]=3)[CH:34]=[CH:33][C:32]1=2, predict the reactants needed to synthesize it. The reactants are: C(OC(=O)[NH:7][CH:8]1[CH2:12][CH2:11][N:10]([CH:13]2[CH2:18][CH2:17][N:16]([C:19]3[N:24]=[C:23]([C:25]4[CH:34]=[CH:33][C:32]5[C:31]([CH3:36])([CH3:35])[CH2:30][CH2:29][C:28]([CH3:38])([CH3:37])[C:27]=5[CH:26]=4)[N:22]=[CH:21][N:20]=3)[CH2:15][CH2:14]2)[CH2:9]1)(C)(C)C.Cl. (3) Given the product [CH2:1]([O:8][C:9]1[C:10]([O:29][CH3:30])=[CH:11][C:12]([C:23]2[N:27]=[C:26]([CH3:28])[O:25][N:24]=2)=[C:13]([C:15]([C:17]2[CH:22]=[CH:21][CH:20]=[CH:19][CH:18]=2)=[O:16])[CH:14]=1)[C:2]1[CH:3]=[CH:4][CH:5]=[CH:6][CH:7]=1, predict the reactants needed to synthesize it. The reactants are: [CH2:1]([O:8][C:9]1[C:10]([O:29][CH3:30])=[CH:11][C:12]([C:23]2[N:27]=[C:26]([CH3:28])[O:25][N:24]=2)=[C:13]([CH:15]([C:17]2[CH:22]=[CH:21][CH:20]=[CH:19][CH:18]=2)[OH:16])[CH:14]=1)[C:2]1[CH:7]=[CH:6][CH:5]=[CH:4][CH:3]=1. (4) Given the product [Cl:1][C:2]1[C:11]2[C:6](=[CH:7][C:8]([S:12]([N:24]([C:25]3[CH:29]=[CH:28][O:27][N:26]=3)[CH2:23][C:22]3[CH:21]=[CH:20][C:19]([O:18][CH3:17])=[CH:31][CH:30]=3)(=[O:14])=[O:13])=[CH:9][CH:10]=2)[C:5]([OH:16])=[CH:4][N:3]=1, predict the reactants needed to synthesize it. The reactants are: [Cl:1][C:2]1[C:11]2[C:6](=[CH:7][C:8]([S:12](Cl)(=[O:14])=[O:13])=[CH:9][CH:10]=2)[C:5]([OH:16])=[CH:4][N:3]=1.[CH3:17][O:18][C:19]1[CH:31]=[CH:30][C:22]([CH2:23][NH:24][C:25]2[CH:29]=[CH:28][O:27][N:26]=2)=[CH:21][CH:20]=1.[Li+].C[Si]([N-][Si](C)(C)C)(C)C. (5) Given the product [NH2:10][C:11]1[C:12]([F:30])=[C:13]([C:18]([C:20]2[C:28]3[C:23](=[N:24][CH:25]=[C:26]([Cl:29])[CH:27]=3)[NH:22][CH:21]=2)=[O:19])[C:14]([F:17])=[CH:15][CH:16]=1, predict the reactants needed to synthesize it. The reactants are: C(OC(=O)[NH:10][C:11]1[CH:16]=[CH:15][C:14]([F:17])=[C:13]([C:18]([C:20]2[C:28]3[C:23](=[N:24][CH:25]=[C:26]([Cl:29])[CH:27]=3)[NH:22][CH:21]=2)=[O:19])[C:12]=1[F:30])C1C=CC=CC=1.[OH-].[Na+]. (6) Given the product [C:1]([O:4][CH2:5][C:6]1[C:7]([S:22]([CH3:25])(=[O:23])=[O:24])=[CH:8][C:9]2[N:13]3[CH2:14][CH2:15][N:16]([C:27]4[N:32]=[C:31]([C:33]([F:35])([F:36])[F:34])[C:30]([C:37]([O:39][CH2:40][CH3:41])=[O:38])=[CH:29][N:28]=4)[C@H:17]([CH:18]([CH3:19])[CH3:20])[C:12]3=[N:11][C:10]=2[CH:21]=1)(=[O:3])[CH3:2], predict the reactants needed to synthesize it. The reactants are: [C:1]([O:4][CH2:5][C:6]1[C:7]([S:22]([CH3:25])(=[O:24])=[O:23])=[CH:8][C:9]2[N:13]3[CH2:14][CH2:15][NH:16][C@H:17]([CH:18]([CH3:20])[CH3:19])[C:12]3=[N:11][C:10]=2[CH:21]=1)(=[O:3])[CH3:2].Cl[C:27]1[N:32]=[C:31]([C:33]([F:36])([F:35])[F:34])[C:30]([C:37]([O:39][CH2:40][CH3:41])=[O:38])=[CH:29][N:28]=1.CCN(C(C)C)C(C)C.CCOC(C)=O.